From a dataset of Full USPTO retrosynthesis dataset with 1.9M reactions from patents (1976-2016). Predict the reactants needed to synthesize the given product. (1) The reactants are: [Si]([O:8][CH:9]1[CH2:14][CH2:13][C:12]([CH3:19])([C:15]([O:17][CH3:18])=[O:16])[CH2:11][CH2:10]1)(C(C)(C)C)(C)C.CCCC[N+](CCCC)(CCCC)CCCC.[F-]. Given the product [OH:8][CH:9]1[CH2:10][CH2:11][C:12]([CH3:19])([C:15]([O:17][CH3:18])=[O:16])[CH2:13][CH2:14]1, predict the reactants needed to synthesize it. (2) Given the product [Br:1][C:2]1[CH:7]=[CH:6][C:5]([CH2:8][CH2:9][C:10]([O:12][CH2:13][CH3:14])=[O:11])=[C:4]([F:15])[CH:3]=1, predict the reactants needed to synthesize it. The reactants are: [Br:1][C:2]1[CH:7]=[CH:6][C:5](/[CH:8]=[CH:9]/[C:10]([O:12][CH2:13][CH3:14])=[O:11])=[C:4]([F:15])[CH:3]=1.[BH4-].[Na+]. (3) Given the product [O:30]=[S:2]1(=[O:1])[C:8]2[CH:9]=[C:10]([OH:13])[CH:11]=[CH:12][C:7]=2[N:6]([C:15]2[CH:20]=[CH:19][C:18]([NH2:21])=[CH:17][CH:16]=2)[CH2:5][C:4]([CH2:26][CH2:27][CH2:28][CH3:29])([CH2:22][CH2:23][CH2:24][CH3:25])[CH2:3]1, predict the reactants needed to synthesize it. The reactants are: [O:1]=[S:2]1(=[O:30])[C:8]2[CH:9]=[C:10]([O:13]C)[CH:11]=[CH:12][C:7]=2[N:6]([C:15]2[CH:20]=[CH:19][C:18]([NH2:21])=[CH:17][CH:16]=2)[CH2:5][C:4]([CH2:26][CH2:27][CH2:28][CH3:29])([CH2:22][CH2:23][CH2:24][CH3:25])[CH2:3]1.C[S-].[Na+].C(O)(=O)C.O. (4) Given the product [CH3:1][O:2][C:3]1[CH:4]=[C:5]2[C:9](=[CH:10][C:11]=1[N:12]1[CH2:13][C@H:14]([CH3:20])[N:15]([CH3:19])[C@H:16]([CH3:18])[CH2:17]1)[N:8]([C:42]([C:35]1[C:36]3[C:41](=[CH:40][CH:39]=[CH:38][CH:37]=3)[C:32]([CH:29]3[CH2:30][CH2:31][N:26]([CH3:25])[CH2:27][CH2:28]3)=[CH:33][CH:34]=1)=[O:43])[CH2:7][CH2:6]2, predict the reactants needed to synthesize it. The reactants are: [CH3:1][O:2][C:3]1[CH:4]=[C:5]2[C:9](=[CH:10][C:11]=1[N:12]1[CH2:17][C@H:16]([CH3:18])[N:15]([CH3:19])[C@H:14]([CH3:20])[CH2:13]1)[NH:8][CH2:7][CH2:6]2.C[Al](C)C.[CH3:25][N:26]1[CH2:31][CH2:30][CH:29]([C:32]2[C:41]3[C:36](=[CH:37][CH:38]=[CH:39][CH:40]=3)[C:35]([C:42](OC)=[O:43])=[CH:34][CH:33]=2)[CH2:28][CH2:27]1. (5) Given the product [O:11]=[CH:12][C@@H:13]([C@H:15]([C@H:17]([C@@H:19]([CH3:21])[OH:20])[OH:18])[OH:16])[OH:14], predict the reactants needed to synthesize it. The reactants are: O=C[C@H]([C@H]([C@H](CO)O)O)O.[OH:11][CH2:12][C:13]([C@H:15]([C@H:17]([C@@H:19]([CH3:21])[OH:20])[OH:18])[OH:16])=[O:14]. (6) Given the product [C:1]([O:5][C:6]([N:8]1[CH2:12][C@@H:11]([CH3:13])[CH2:10][C@H:9]1[C:14]1[NH:15][CH:16]=[C:17]([C:19]2[CH:24]=[CH:23][C:22]([B:26]3[O:30][C:29]([CH3:32])([CH3:31])[C:28]([CH3:34])([CH3:33])[O:27]3)=[CH:21][CH:20]=2)[N:18]=1)=[O:7])([CH3:4])([CH3:3])[CH3:2], predict the reactants needed to synthesize it. The reactants are: [C:1]([O:5][C:6]([N:8]1[CH2:12][C@@H:11]([CH3:13])[CH2:10][C@H:9]1[C:14]1[NH:15][CH:16]=[C:17]([C:19]2[CH:24]=[CH:23][C:22](Br)=[CH:21][CH:20]=2)[N:18]=1)=[O:7])([CH3:4])([CH3:3])[CH3:2].[B:26]1([B:26]2[O:30][C:29]([CH3:32])([CH3:31])[C:28]([CH3:34])([CH3:33])[O:27]2)[O:30][C:29]([CH3:32])([CH3:31])[C:28]([CH3:34])([CH3:33])[O:27]1.C([O-])(=O)C.[K+].C(Cl)Cl. (7) Given the product [OH:24][C:13]12[CH2:14][CH:15]3[CH2:21][CH:19]([CH2:18][CH:17]([CH:7]3[O:6][C:5]([N:28]3[CH2:29][CH2:30][C@H:26]([OH:25])[CH2:27]3)=[O:11])[CH2:22]1)[CH2:20]2, predict the reactants needed to synthesize it. The reactants are: ClC(Cl)(O[C:5](=[O:11])[O:6][C:7](Cl)(Cl)Cl)Cl.[C:13]12([OH:24])[CH2:22][CH:17]3[CH2:18][CH:19]([CH2:21][CH:15](C3O)[CH2:14]1)[CH2:20]2.[OH:25][C@H:26]1[CH2:30][CH2:29][NH:28][CH2:27]1.Cl. (8) Given the product [C:1]([CH2:4][NH:5][C:6]1[C:14]2[C:9](=[CH:10][CH:11]=[C:12]([O:15][C:16]3[CH:21]=[CH:20][C:19]([O:41][C:40]([F:52])([F:51])[F:39])=[CH:18][CH:17]=3)[CH:13]=2)[N:8]([C:26]2[CH:31]=[CH:30][C:29]([O:32][CH:33]([CH3:34])[CH3:35])=[CH:28][CH:27]=2)[C:7]=1[C:36]([OH:38])=[O:37])(=[O:3])[CH3:2], predict the reactants needed to synthesize it. The reactants are: [C:1]([CH2:4][NH:5][C:6]1[C:14]2[C:9](=[CH:10][CH:11]=[C:12]([O:15][C:16]3[CH:21]=[CH:20][C:19](C(F)(F)F)=[CH:18][CH:17]=3)[CH:13]=2)[N:8]([C:26]2[CH:31]=[CH:30][C:29]([O:32][CH:33]([CH3:35])[CH3:34])=[CH:28][CH:27]=2)[C:7]=1[C:36]([OH:38])=[O:37])(=[O:3])[CH3:2].[F:39][C:40]([F:52])([F:51])[O:41]C1C=CC(B(O)O)=CC=1.